Dataset: Forward reaction prediction with 1.9M reactions from USPTO patents (1976-2016). Task: Predict the product of the given reaction. (1) Given the reactants C(Cl)(=O)C(Cl)=O.CN(C=O)C.[CH:12]1([C:15]2[CH:20]=[C:19]([F:21])[CH:18]=[CH:17][C:16]=2[N:22]2[C:26]([CH3:27])=[C:25]([C:28]([OH:30])=O)[N:24]=[N:23]2)[CH2:14][CH2:13]1.[NH2:31][C:32]1[C:33](=[O:45])[N:34]([CH:39]2[CH2:44][CH2:43][CH2:42][CH2:41][CH2:40]2)[N:35]([CH3:38])[C:36]=1[CH3:37].C(N(CC)CC)C, predict the reaction product. The product is: [CH:39]1([N:34]2[C:33](=[O:45])[C:32]([NH:31][C:28]([C:25]3[N:24]=[N:23][N:22]([C:16]4[CH:17]=[CH:18][C:19]([F:21])=[CH:20][C:15]=4[CH:12]4[CH2:13][CH2:14]4)[C:26]=3[CH3:27])=[O:30])=[C:36]([CH3:37])[N:35]2[CH3:38])[CH2:40][CH2:41][CH2:42][CH2:43][CH2:44]1. (2) Given the reactants [CH2:1]([SH:13])[CH2:2][CH2:3][CH2:4][CH2:5][CH2:6][CH2:7][CH2:8][CH2:9][CH2:10][CH2:11][CH3:12].[C:14](=[S:16])=[S:15].C(N(CC)CC)C.Br[CH:25]([C:27]1[CH:32]=[CH:31][CH:30]=[CH:29][CH:28]=1)[CH3:26], predict the reaction product. The product is: [C:14]([S:16][CH:25]([C:27]1[CH:32]=[CH:31][CH:30]=[CH:29][CH:28]=1)[CH3:26])([S:13][CH2:1][CH2:2][CH2:3][CH2:4][CH2:5][CH2:6][CH2:7][CH2:8][CH2:9][CH2:10][CH2:11][CH3:12])=[S:15].